Dataset: Reaction yield outcomes from USPTO patents with 853,638 reactions. Task: Predict the reaction yield, written as a fraction of the theoretical maximum amount of product (1.0 means a 100% yield; for example, 0.34 means a 34% yield). (1) The reactants are [O:1]1[CH:5]=[CH:4][CH:3]=[C:2]1[C:6]1[N:7]=[C:8]([NH:17][C:18]([C:20]2[CH:25]=[CH:24][N:23]=[CH:22][CH:21]=2)=[O:19])[S:9][C:10]=1[C:11](=[O:16])N(OC)C.C(OCC)C.[C:31]1([Mg]Br)[CH:36]=[CH:35][CH:34]=[CH:33][CH:32]=1.[Cl-].[NH4+]. The catalyst is C1COCC1. The product is [C:11]([C:10]1[S:9][C:8]([NH:17][C:18]([C:20]2[CH:21]=[CH:22][N:23]=[CH:24][CH:25]=2)=[O:19])=[N:7][C:6]=1[C:2]1[O:1][CH:5]=[CH:4][CH:3]=1)(=[O:16])[C:31]1[CH:36]=[CH:35][CH:34]=[CH:33][CH:32]=1. The yield is 0.590. (2) The catalyst is C(Cl)Cl. The reactants are [CH2:1]([O:3][CH2:4][CH:5]1[CH2:10][N:9]([S:11]([C:14]2[CH:19]=[CH:18][C:17]([F:20])=[CH:16][CH:15]=2)(=[O:13])=[O:12])[C:8]2[CH:21]=[C:22]([NH2:25])[CH:23]=[CH:24][C:7]=2[O:6]1)[CH3:2].[Cl:26][C:27]1[CH:35]=[CH:34][CH:33]=[C:32]([C:36]([F:39])([F:38])[F:37])[C:28]=1[C:29](Cl)=[O:30].CCN(C(C)C)C(C)C. The product is [Cl:26][C:27]1[CH:35]=[CH:34][CH:33]=[C:32]([C:36]([F:37])([F:38])[F:39])[C:28]=1[C:29]([NH:25][C:22]1[CH:23]=[CH:24][C:7]2[O:6][CH:5]([CH2:4][O:3][CH2:1][CH3:2])[CH2:10][N:9]([S:11]([C:14]3[CH:15]=[CH:16][C:17]([F:20])=[CH:18][CH:19]=3)(=[O:12])=[O:13])[C:8]=2[CH:21]=1)=[O:30]. The yield is 0.340. (3) The reactants are [F-].C([N+](CCCC)(CCCC)CCCC)CCC.[Cl:19][C:20]1[CH:21]=[CH:22][C:23]([CH:43]=[O:44])=[C:24]2[C:28]=1[N:27]=[C:26]1[N:29]([C:33]3[C:34]([CH3:42])=[N:35][C:36]([O:40][CH3:41])=[N:37][C:38]=3[CH3:39])[CH2:30][CH2:31][CH2:32][N:25]21.C[Si](C)(C)[C:47]([F:50])([F:49])[F:48].Cl.C(=O)([O-])O.[Na+]. The catalyst is O1CCCC1. The product is [Cl:19][C:20]1[C:28]2[N:27]=[C:26]3[N:29]([C:33]4[C:34]([CH3:42])=[N:35][C:36]([O:40][CH3:41])=[N:37][C:38]=4[CH3:39])[CH2:30][CH2:31][CH2:32][N:25]3[C:24]=2[C:23]([CH:43]([OH:44])[C:47]([F:50])([F:49])[F:48])=[CH:22][CH:21]=1. The yield is 0.810. (4) The reactants are [H-].[Na+].[Br:3][C:4]1[CH:9]=[CH:8][CH:7]=[CH:6][C:5]=1[OH:10].[CH3:11][O:12][CH2:13]Br.O. The catalyst is CN(C=O)C. The product is [CH3:11][O:12][CH2:13][O:10][C:5]1[CH:6]=[CH:7][CH:8]=[CH:9][C:4]=1[Br:3]. The yield is 0.530. (5) The product is [N:12]1[CH:11]=[CH:10][N:7]2[CH:8]=[CH:9][C:4]([CH:3]=[O:2])=[N:5][C:6]=12. The catalyst is Cl.O. The yield is 0.990. The reactants are C[O:2][CH:3](OC)[C:4]1[CH:9]=[CH:8][N:7]2[CH:10]=[CH:11][N:12]=[C:6]2[N:5]=1.C(OCC)(=O)C.C(=O)([O-])O.[Na+]. (6) The reactants are CN([CH:4]=[O:5])C.P(Cl)(Cl)(Cl)=O.[F:11][C:12]1[CH:20]=[CH:19][CH:18]=[C:17]2[C:13]=1[CH:14]=[CH:15][NH:16]2.C(=O)(O)[O-].[Na+]. The catalyst is ClCCl. The product is [F:11][C:12]1[CH:20]=[CH:19][CH:18]=[C:17]2[C:13]=1[C:14]([CH:4]=[O:5])=[CH:15][NH:16]2. The yield is 0.240. (7) The reactants are [NH2:1][C:2]1[CH:6]=[CH:5][S:4][C:3]=1[C:7]([O:9]C)=O.[CH3:11][N:12]1[C:16]([C:17]#[N:18])=[CH:15][CH:14]=[N:13]1.CC(C)([O-])C.[K+]. The catalyst is O1CCCC1. The product is [CH3:11][N:12]1[C:16]([C:17]2[N:18]=[C:7]([OH:9])[C:3]3[S:4][CH:5]=[CH:6][C:2]=3[N:1]=2)=[CH:15][CH:14]=[N:13]1. The yield is 0.360.